From a dataset of Reaction yield outcomes from USPTO patents with 853,638 reactions. Predict the reaction yield, written as a fraction of the theoretical maximum amount of product (1.0 means a 100% yield; for example, 0.34 means a 34% yield). (1) The reactants are C([O:5][C:6](=[O:37])[C:7]1[CH:12]=[CH:11][CH:10]=[CH:9][C:8]=1[C:13]1[N:14]=[N:15][C:16]([C:19](=[O:36])[NH:20][C@H:21]([CH2:29][C:30]2[CH:35]=[CH:34][CH:33]=[CH:32][CH:31]=2)[C@H:22]([C:24]([O:26][CH2:27][CH3:28])=[O:25])[OH:23])=[CH:17][CH:18]=1)(C)(C)C.C(O)(C(F)(F)F)=O.C(Cl)Cl.[OH-].[Na+]. The catalyst is CCOC(C)=O.C1COCC1. The product is [CH2:29]([C@@H:21]([NH:20][C:19]([C:16]1[N:15]=[N:14][C:13]([C:8]2[CH:9]=[CH:10][CH:11]=[CH:12][C:7]=2[C:6]([OH:37])=[O:5])=[CH:18][CH:17]=1)=[O:36])[C@H:22]([C:24]([O:26][CH2:27][CH3:28])=[O:25])[OH:23])[C:30]1[CH:35]=[CH:34][CH:33]=[CH:32][CH:31]=1. The yield is 0.970. (2) The reactants are [F:1][C:2]1[CH:7]=[C:6]([F:8])[C:5]([F:9])=[CH:4][C:3]=1[N:10]1[CH2:15][CH2:14][NH:13][CH2:12][CH2:11]1.Cl[CH2:17][C@@H:18]([N:20]1[C:29](=[O:30])[CH2:28][C:23]2([CH2:27][CH2:26][CH2:25][CH2:24]2)[CH2:22][C:21]1=[O:31])[CH3:19]. No catalyst specified. The product is [F:1][C:2]1[CH:7]=[C:6]([F:8])[C:5]([F:9])=[CH:4][C:3]=1[N:10]1[CH2:11][CH2:12][N:13]([CH2:19][C@@H:18]([N:20]2[C:29](=[O:30])[CH2:28][C:23]3([CH2:27][CH2:26][CH2:25][CH2:24]3)[CH2:22][C:21]2=[O:31])[CH3:17])[CH2:14][CH2:15]1. The yield is 0.520. (3) The reactants are [Br:1][C:2]1[CH:7]=[CH:6][C:5]([C:8](=[O:13])[CH2:9][CH2:10][CH2:11][CH3:12])=[CH:4][CH:3]=1.[CH2:14](O)[CH2:15][OH:16]. The catalyst is C1C=CC=CC=1.O.C1(C)C=CC(S(O)(=O)=O)=CC=1. The product is [Br:1][C:2]1[CH:3]=[CH:4][C:5]([C:8]2([CH2:9][CH2:10][CH2:11][CH3:12])[O:16][CH2:15][CH2:14][O:13]2)=[CH:6][CH:7]=1. The yield is 0.920. (4) The reactants are Br[C:2]1[N:7]=[C:6]([C:8]([F:11])([F:10])[F:9])[C:5]([N+:12]([O-:14])=[O:13])=[CH:4][CH:3]=1.S(C1C=CC(C)=CC=1)(O)(=O)=O.[CH3:26][C@H:27]1[CH2:31][CH2:30][CH2:29][NH:28]1.C([O-])([O-])=O.[K+].[K+]. The catalyst is O. The product is [CH3:26][C@H:27]1[CH2:31][CH2:30][CH2:29][N:28]1[C:2]1[N:7]=[C:6]([C:8]([F:11])([F:10])[F:9])[C:5]([N+:12]([O-:14])=[O:13])=[CH:4][CH:3]=1. The yield is 0.880. (5) The reactants are [F:1][C:2]([F:15])([F:14])[C:3]([NH:5][C:6]1[CH:11]=[CH:10][CH:9]=[CH:8][C:7]=1[O:12][CH3:13])=O.P([Cl:32])(OC1C=CC=CC=1)(OC1C=CC=CC=1)=O.C(N(CC)CC)C.C(#N)C. The catalyst is C(OCC)(=O)C. The product is [CH3:13][O:12][C:7]1[CH:8]=[CH:9][CH:10]=[CH:11][C:6]=1[N:5]=[C:3]([Cl:32])[C:2]([F:15])([F:14])[F:1]. The yield is 0.843.